The task is: Predict the reactants needed to synthesize the given product.. This data is from Full USPTO retrosynthesis dataset with 1.9M reactions from patents (1976-2016). (1) Given the product [Cl:1][C:2]1[CH:3]=[C:4]([C:8]2[CH:17]=[C:16]([C:18]3[CH:23]=[CH:22][C:21]([S:41]([CH3:31])(=[O:44])=[O:42])=[CH:20][CH:19]=3)[C:15]([O:26][CH3:27])=[C:14]3[C:9]=2[CH:10]=[N:11][C:12]([NH:28][CH3:29])=[N:13]3)[CH:5]=[CH:6][CH:7]=1, predict the reactants needed to synthesize it. The reactants are: [Cl:1][C:2]1[CH:3]=[C:4]([C:8]2[CH:17]=[C:16]([C:18]3[CH:23]=[CH:22][C:21](SC)=[CH:20][CH:19]=3)[C:15]([O:26][CH3:27])=[C:14]3[C:9]=2[CH:10]=[N:11][C:12]([NH:28][CH3:29])=[N:13]3)[CH:5]=[CH:6][CH:7]=1.Cl[C:31]1C=CC=C(C(OO)=O)C=1.[S:41]([O-:44])([O-])=[O:42].[Na+].[Na+]. (2) The reactants are: C=CC1C=CC=CC=1.C=CC(=C)C.C=CC1C=CC=CC=1.C(O)C(O)C.C1CN(CCO)CC1.[CH:35]1[CH:40]=[C:39]([CH2:41][C:42]([OH:44])=[O:43])[C:38]([NH:45][C:46]2[C:51]([Cl:52])=[CH:50][CH:49]=[CH:48][C:47]=2[Cl:53])=[CH:37][CH:36]=1. Given the product [CH:35]1[CH:36]=[CH:37][C:38]([NH:45][C:46]2[C:51]([Cl:52])=[CH:50][CH:49]=[CH:48][C:47]=2[Cl:53])=[C:39]([CH2:41][C:42]([OH:44])=[O:43])[CH:40]=1, predict the reactants needed to synthesize it. (3) The reactants are: [C:1]1([CH2:7][CH2:8][CH2:9][CH2:10][C:11]2[O:12][C:13]3[C:22]4[C:21](=[CH:23][CH2:24][NH:25][C:26](=[O:28])[CH3:27])[CH2:20][CH2:19][C:18]=4[CH:17]=[CH:16][C:14]=3[N:15]=2)[CH:6]=[CH:5][CH:4]=[CH:3][CH:2]=1. Given the product [C:1]1([CH2:7][CH2:8][CH2:9][CH2:10][C:11]2[O:12][C:13]3[C:22]4[CH:21]([CH2:23][CH2:24][NH:25][C:26](=[O:28])[CH3:27])[CH2:20][CH2:19][C:18]=4[CH:17]=[CH:16][C:14]=3[N:15]=2)[CH:6]=[CH:5][CH:4]=[CH:3][CH:2]=1, predict the reactants needed to synthesize it. (4) Given the product [NH2:2][C:3]1[CH:8]=[CH:7][C:6]([O:9][C:14]2[CH:19]=[CH:18][N:17]=[C:16]([C:20]([NH2:22])=[O:21])[CH:15]=2)=[CH:5][C:4]=1[Cl:1], predict the reactants needed to synthesize it. The reactants are: [ClH:1].[NH2:2][C:3]1[CH:8]=[CH:7][C:6]([OH:9])=[C:5](Cl)[CH:4]=1.[H-].[Na+].Cl[C:14]1[CH:19]=[CH:18][N:17]=[C:16]([C:20]([NH2:22])=[O:21])[CH:15]=1. (5) Given the product [F:1][C:2]([CH:3]1[CH2:4][CH2:5][N:6]([C:9]([O:11][C:12]([CH3:15])([CH3:14])[CH3:13])=[O:10])[CH2:7][CH2:8]1)([S:16]([C:19]1[C:20]([C:25]([F:28])([F:27])[F:26])=[N:21][N:22]([CH3:24])[CH:23]=1)(=[O:17])=[O:18])[CH3:29], predict the reactants needed to synthesize it. The reactants are: [F:1][CH:2]([S:16]([C:19]1[C:20]([C:25]([F:28])([F:27])[F:26])=[N:21][N:22]([CH3:24])[CH:23]=1)(=[O:18])=[O:17])[CH:3]1[CH2:8][CH2:7][N:6]([C:9]([O:11][C:12]([CH3:15])([CH3:14])[CH3:13])=[O:10])[CH2:5][CH2:4]1.[CH3:29]C([O-])(C)C.[K+].IC. (6) Given the product [CH2:12]([CH:14]([CH2:17][CH2:18][CH2:19][CH3:20])[CH2:15][O:10][C:8]([CH2:7][S:1][CH2:2][C:3]([O:5][CH2:15][CH:14]([CH2:12][CH3:13])[CH2:17][CH2:18][CH2:19][CH3:20])=[O:4])=[O:9])[CH3:13], predict the reactants needed to synthesize it. The reactants are: [S:1]([CH:7](O)[C:8]([OH:10])=[O:9])[CH:2](O)[C:3]([OH:5])=[O:4].[CH2:12]([CH:14]([CH2:17][CH2:18][CH2:19][CH3:20])[CH2:15]O)[CH3:13]. (7) Given the product [CH3:1][O:2][CH2:3][CH2:4][N:5]1[CH2:10][CH2:9][N:8]([CH2:11][C:12]2[CH:13]=[C:14]3[N:20]=[C:19]([C:21]4[CH:27]=[CH:26][CH:25]=[CH:24][C:22]=4[NH:23][C:39]([C:37]4[N:38]=[C:34]([C:28]5[CH:33]=[CH:32][CH:31]=[CH:30][CH:29]=5)[O:35][C:36]=4[C:42]([F:44])([F:45])[F:43])=[O:40])[S:18][C:15]3=[N:16][CH:17]=2)[CH2:7][CH2:6]1, predict the reactants needed to synthesize it. The reactants are: [CH3:1][O:2][CH2:3][CH2:4][N:5]1[CH2:10][CH2:9][N:8]([CH2:11][C:12]2[CH:13]=[C:14]3[N:20]=[C:19]([C:21]4[CH:27]=[CH:26][CH:25]=[CH:24][C:22]=4[NH2:23])[S:18][C:15]3=[N:16][CH:17]=2)[CH2:7][CH2:6]1.[C:28]1([C:34]2[O:35][C:36]([C:42]([F:45])([F:44])[F:43])=[C:37]([C:39](O)=[O:40])[N:38]=2)[CH:33]=[CH:32][CH:31]=[CH:30][CH:29]=1.